Dataset: Full USPTO retrosynthesis dataset with 1.9M reactions from patents (1976-2016). Task: Predict the reactants needed to synthesize the given product. Given the product [CH3:27][C:20]1[N:19]=[C:18]([N:14]2[CH2:13][CH2:12][CH:11]([CH2:10][C:9]#[C:8][C:4]3[CH:5]=[CH:6][CH:7]=[C:2]([CH3:1])[N:3]=3)[CH2:16][CH2:15]2)[C:23]([N+:24]([O-:26])=[O:25])=[CH:22][CH:21]=1, predict the reactants needed to synthesize it. The reactants are: [CH3:1][C:2]1[CH:7]=[CH:6][CH:5]=[C:4]([CH2:8][C:9]#[C:10][CH:11]2[CH2:16][CH2:15][NH:14][CH2:13][CH2:12]2)[N:3]=1.Cl[C:18]1[C:23]([N+:24]([O-:26])=[O:25])=[CH:22][CH:21]=[C:20]([CH3:27])[N:19]=1.